Dataset: NCI-60 drug combinations with 297,098 pairs across 59 cell lines. Task: Regression. Given two drug SMILES strings and cell line genomic features, predict the synergy score measuring deviation from expected non-interaction effect. (1) Drug 1: CCCS(=O)(=O)NC1=C(C(=C(C=C1)F)C(=O)C2=CNC3=C2C=C(C=N3)C4=CC=C(C=C4)Cl)F. Drug 2: C1=NC2=C(N=C(N=C2N1C3C(C(C(O3)CO)O)O)F)N. Cell line: SK-MEL-28. Synergy scores: CSS=32.5, Synergy_ZIP=-3.19, Synergy_Bliss=-5.70, Synergy_Loewe=-26.8, Synergy_HSA=-4.60. (2) Drug 1: C1=NC2=C(N=C(N=C2N1C3C(C(C(O3)CO)O)O)F)N. Drug 2: COCCOC1=C(C=C2C(=C1)C(=NC=N2)NC3=CC=CC(=C3)C#C)OCCOC.Cl. Cell line: OVCAR-5. Synergy scores: CSS=0.345, Synergy_ZIP=-0.544, Synergy_Bliss=1.14, Synergy_Loewe=-8.33, Synergy_HSA=-2.94.